Dataset: Forward reaction prediction with 1.9M reactions from USPTO patents (1976-2016). Task: Predict the product of the given reaction. (1) Given the reactants [F:1][C:2]1[CH:3]=[C:4]([CH:7]=[CH:8][C:9]=1[N+:10]([O-:12])=[O:11])C=O.[CH3:13][O:14][CH:15](OC)[O:16][CH3:17].O.C1(C)C=CC(S(O)(=O)=O)=CC=1.C(=O)(O)[O-].[Na+], predict the reaction product. The product is: [CH3:13][O:14][CH:15]([O:16][CH3:17])[C:4]1[CH:7]=[CH:8][C:9]([N+:10]([O-:12])=[O:11])=[C:2]([F:1])[CH:3]=1. (2) The product is: [C:2]([C:4]1[N:9]=[CH:8][C:7]([C:10]2[C:22]3[C:21]4[C:16](=[CH:17][CH:18]=[CH:19][CH:20]=4)[N:15]([C:23]4[CH:35]=[CH:34][C:26]([C:27]([OH:29])=[O:28])=[C:25]([NH:36][CH2:37][CH2:38][F:39])[CH:24]=4)[C:14]=3[CH:13]=[CH:12][CH:11]=2)=[CH:6][CH:5]=1)#[N:3]. Given the reactants Cl.[C:2]([C:4]1[N:9]=[CH:8][C:7]([C:10]2[C:22]3[C:21]4[C:16](=[CH:17][CH:18]=[CH:19][CH:20]=4)[N:15]([C:23]4[CH:35]=[CH:34][C:26]([C:27]([O:29]C(C)(C)C)=[O:28])=[C:25]([NH:36][CH2:37][CH2:38][F:39])[CH:24]=4)[C:14]=3[CH:13]=[CH:12][CH:11]=2)=[CH:6][CH:5]=1)#[N:3], predict the reaction product. (3) Given the reactants [C:1]([O:5][C:6]([N:8]1[CH2:13][CH2:12][C:11]([CH:17]([C:19]2[N:20]([S:29]([C:32]3[CH:37]=[CH:36][CH:35]=[CH:34][CH:33]=3)(=[O:31])=[O:30])[C:21]3[C:26]([CH:27]=2)=[CH:25][C:24]([F:28])=[CH:23][CH:22]=3)[OH:18])([CH2:14][CH2:15][CH3:16])[CH2:10][CH2:9]1)=[O:7])([CH3:4])([CH3:3])[CH3:2].CC(OI1(OC(C)=O)(OC(C)=O)OC(=O)C2C=CC=CC1=2)=O, predict the reaction product. The product is: [C:1]([O:5][C:6]([N:8]1[CH2:9][CH2:10][C:11]([C:17]([C:19]2[N:20]([S:29]([C:32]3[CH:33]=[CH:34][CH:35]=[CH:36][CH:37]=3)(=[O:31])=[O:30])[C:21]3[C:26]([CH:27]=2)=[CH:25][C:24]([F:28])=[CH:23][CH:22]=3)=[O:18])([CH2:14][CH2:15][CH3:16])[CH2:12][CH2:13]1)=[O:7])([CH3:2])([CH3:3])[CH3:4].